Dataset: Peptide-MHC class II binding affinity with 134,281 pairs from IEDB. Task: Regression. Given a peptide amino acid sequence and an MHC pseudo amino acid sequence, predict their binding affinity value. This is MHC class II binding data. (1) The peptide sequence is APTGMFVAGAKYMVI. The MHC is DRB1_1101 with pseudo-sequence DRB1_1101. The binding affinity (normalized) is 0.818. (2) The peptide sequence is AASGAATVAAGGYKV. The MHC is DRB1_0401 with pseudo-sequence DRB1_0401. The binding affinity (normalized) is 0.252.